From a dataset of Full USPTO retrosynthesis dataset with 1.9M reactions from patents (1976-2016). Predict the reactants needed to synthesize the given product. (1) Given the product [CH3:1][C:2]1([CH3:23])[O:6][CH:5]([C:7]2[CH:16]=[CH:15][C:14]3[C:13]4([N:17]5[CH2:22][CH2:21][O:20][CH2:19][CH2:18]5)[O:24][N:25]=[C:26]([C:27]5[C:31]([C:32]([F:35])([F:33])[F:34])=[C:30]([C:36]6[CH:41]=[CH:40][CH:39]=[CH:38][CH:37]=6)[O:29][N:28]=5)[CH:12]4[CH2:11][CH2:10][C:9]=3[N:8]=2)[CH2:4][O:3]1, predict the reactants needed to synthesize it. The reactants are: [CH3:1][C:2]1([CH3:23])[O:6][CH:5]([C:7]2[CH:16]=[CH:15][C:14]3[C:13]([N:17]4[CH2:22][CH2:21][O:20][CH2:19][CH2:18]4)=[CH:12][CH2:11][CH2:10][C:9]=3[N:8]=2)[CH2:4][O:3]1.[OH:24]/[N:25]=[C:26](\Cl)/[C:27]1[C:31]([C:32]([F:35])([F:34])[F:33])=[C:30]([C:36]2[CH:41]=[CH:40][CH:39]=[CH:38][CH:37]=2)[O:29][N:28]=1.C(N(CC)CC)C. (2) Given the product [Cl:1][C:2]1[CH:3]=[CH:4][C:5]([OH:11])=[C:6]([CH:10]=1)[C:7]([NH:12][C:13]1[CH:14]=[C:15]([C:21]2[CH:22]=[CH:23][CH:24]=[CH:25][CH:26]=2)[CH:16]=[CH:17][C:18]=1[O:19][CH3:20])=[O:9], predict the reactants needed to synthesize it. The reactants are: [Cl:1][C:2]1[CH:10]=[C:6]([C:7]([OH:9])=O)[C:5]([OH:11])=[CH:4][CH:3]=1.[NH2:12][C:13]1[CH:14]=[C:15]([C:21]2[CH:26]=[CH:25][CH:24]=[CH:23][CH:22]=2)[CH:16]=[CH:17][C:18]=1[O:19][CH3:20]. (3) Given the product [ClH:15].[Cl:15][CH2:2][C:3]1[CH:8]=[CH:7][N:6]=[C:5]([NH:9][C:10](=[O:12])[CH3:11])[CH:4]=1, predict the reactants needed to synthesize it. The reactants are: O[CH2:2][C:3]1[CH:8]=[CH:7][N:6]=[C:5]([NH:9][C:10](=[O:12])[CH3:11])[CH:4]=1.S(Cl)([Cl:15])=O. (4) Given the product [C:1]([C:5]1[S:9]/[C:8](=[N:10]\[C:21](=[O:22])[C:20]2[CH:24]=[C:25]([C:28]([F:29])([F:30])[F:31])[CH:26]=[CH:27][C:19]=2[F:18])/[NH:7][CH:6]=1)([CH3:4])([CH3:3])[CH3:2], predict the reactants needed to synthesize it. The reactants are: [C:1]([C:5]1[S:9][C:8]([NH2:10])=[N:7][CH:6]=1)([CH3:4])([CH3:3])[CH3:2].C(N(CC)CC)C.[F:18][C:19]1[CH:27]=[CH:26][C:25]([C:28]([F:31])([F:30])[F:29])=[CH:24][C:20]=1[C:21](Cl)=[O:22]. (5) Given the product [OH:30][CH2:29][CH:28]([NH:27][C:22]([C:20]1[C:14]2[O:15][CH2:16][CH2:17][CH2:18][CH2:19][C:13]=2[CH:12]=[C:11]([C:5]2[CH:6]=[CH:7][C:8]([O:9][CH3:10])=[C:3]([O:2][CH3:1])[CH:4]=2)[CH:21]=1)=[O:23])[CH2:31][C:32]1[C:36]2=[N:37][CH:38]=[CH:39][CH:40]=[C:35]2[NH:34][CH:33]=1, predict the reactants needed to synthesize it. The reactants are: [CH3:1][O:2][C:3]1[CH:4]=[C:5]([C:11]2[CH:21]=[C:20]([C:22](O)=[O:23])[C:14]3[O:15][CH2:16][CH2:17][CH2:18][CH2:19][C:13]=3[CH:12]=2)[CH:6]=[CH:7][C:8]=1[O:9][CH3:10].Cl.Cl.[NH2:27][CH:28]([CH2:31][C:32]1[C:36]2=[N:37][CH:38]=[CH:39][CH:40]=[C:35]2[NH:34][CH:33]=1)[CH2:29][OH:30].C1C=CC2N(O)N=NC=2C=1.CCN=C=NCCCN(C)C. (6) Given the product [CH3:40][Si:39]([CH3:42])([CH3:41])[C:37]1[CH:36]=[C:19]([CH:18]=[C:17]([Si:16]([CH3:44])([CH3:43])[CH3:15])[CH:38]=1)[C:20]([NH:1][C:2]1[CH:3]=[CH:4][C:5]([CH:6]=[CH:7][C:8]([O:10][CH2:11][CH3:12])=[O:9])=[CH:13][CH:14]=1)=[O:21], predict the reactants needed to synthesize it. The reactants are: [NH2:1][C:2]1[CH:14]=[CH:13][C:5]([CH:6]=[CH:7][C:8]([O:10][CH2:11][CH3:12])=[O:9])=[CH:4][CH:3]=1.[CH3:15][Si:16]([CH3:44])([CH3:43])[C:17]1[CH:18]=[C:19]([CH:36]=[C:37]([Si:39]([CH3:42])([CH3:41])[CH3:40])[CH:38]=1)[C:20](NC1N=CC(/C=C/C(OCC)=O)=CC=1)=[O:21]. (7) Given the product [ClH:41].[F:40][C:2]([F:1])([F:39])[C:3]1[CH:4]=[C:5]([CH:32]=[C:33]([C:35]([F:36])([F:37])[F:38])[CH:34]=1)[CH2:6][N:7]([CH3:31])[C:8]([C@@H:10]1[CH2:15][CH2:14][NH:13][CH2:12][C@H:11]1[C:23]1[CH:28]=[CH:27][C:26]([F:29])=[CH:25][C:24]=1[CH3:30])=[O:9], predict the reactants needed to synthesize it. The reactants are: [F:1][C:2]([F:40])([F:39])[C:3]1[CH:4]=[C:5]([CH:32]=[C:33]([C:35]([F:38])([F:37])[F:36])[CH:34]=1)[CH2:6][N:7]([CH3:31])[C:8]([C@@H:10]1[CH2:15][CH2:14][N:13](C(OC(C)(C)C)=O)[CH2:12][C@H:11]1[C:23]1[CH:28]=[CH:27][C:26]([F:29])=[CH:25][C:24]=1[CH3:30])=[O:9].[ClH:41].C(OCC)(=O)C.